This data is from Peptide-MHC class II binding affinity with 134,281 pairs from IEDB. The task is: Regression. Given a peptide amino acid sequence and an MHC pseudo amino acid sequence, predict their binding affinity value. This is MHC class II binding data. (1) The peptide sequence is CVPKVTFTVEKGSNE. The MHC is DRB1_0901 with pseudo-sequence DRB1_0901. The binding affinity (normalized) is 0.257. (2) The peptide sequence is SVLLVVALFAVFLGS. The MHC is HLA-DQA10102-DQB10502 with pseudo-sequence HLA-DQA10102-DQB10502. The binding affinity (normalized) is 0. (3) The peptide sequence is AVIRGKKGAGGITIK. The MHC is HLA-DPA10201-DPB11401 with pseudo-sequence HLA-DPA10201-DPB11401. The binding affinity (normalized) is 0.261. (4) The peptide sequence is FGHDGTVWAQSADFP. The MHC is DRB1_1302 with pseudo-sequence DRB1_1302. The binding affinity (normalized) is 0.195.